Dataset: Peptide-MHC class II binding affinity with 134,281 pairs from IEDB. Task: Regression. Given a peptide amino acid sequence and an MHC pseudo amino acid sequence, predict their binding affinity value. This is MHC class II binding data. (1) The peptide sequence is GWNDWENVPFCSHHF. The MHC is DRB1_1301 with pseudo-sequence DRB1_1301. The binding affinity (normalized) is 0. (2) The peptide sequence is AIFKLTYQNKVVKVQ. The MHC is DRB1_1302 with pseudo-sequence DRB1_1302. The binding affinity (normalized) is 0.934.